This data is from Drug half-life prediction data from Obach et al.. The task is: Regression/Classification. Given a drug SMILES string, predict its absorption, distribution, metabolism, or excretion properties. Task type varies by dataset: regression for continuous measurements (e.g., permeability, clearance, half-life) or binary classification for categorical outcomes (e.g., BBB penetration, CYP inhibition). For this dataset (half_life_obach), we predict log10(half-life) (log10 of half-life in hours). The compound is COCCOC(=O)C1=C(C)NC(C)=C(C(=O)OC(C)C)C1c1cccc([N+](=O)[O-])c1. The log10(half-life) is 0.110.